This data is from Forward reaction prediction with 1.9M reactions from USPTO patents (1976-2016). The task is: Predict the product of the given reaction. (1) Given the reactants Cl[CH2:2][C:3]1[N:7]=[C:6]([C:8]2[CH:13]=[CH:12][C:11]([C:14]([F:17])([F:16])[F:15])=[CH:10][CH:9]=2)[O:5][N:4]=1.[OH:18][C:19]1[CH:45]=[CH:44][C:22]([C:23]([C:25]2[CH:41]=[CH:40][C:39]([O:42][CH3:43])=[CH:38][C:26]=2[O:27][C:28]([CH3:37])([CH3:36])[C:29]([O:31]C(C)(C)C)=[O:30])=[O:24])=[CH:21][CH:20]=1.C(=O)([O-])[O-].[K+].[K+].CN(C)C=O, predict the reaction product. The product is: [CH3:43][O:42][C:39]1[CH:40]=[CH:41][C:25]([C:23](=[O:24])[C:22]2[CH:21]=[CH:20][C:19]([O:18][CH2:2][C:3]3[N:7]=[C:6]([C:8]4[CH:13]=[CH:12][C:11]([C:14]([F:17])([F:16])[F:15])=[CH:10][CH:9]=4)[O:5][N:4]=3)=[CH:45][CH:44]=2)=[C:26]([CH:38]=1)[O:27][C:28]([CH3:37])([CH3:36])[C:29]([OH:31])=[O:30]. (2) Given the reactants [C:1]([C:5]1[CH:6]=[C:7]([NH:17][C:18]([NH:20][C@@H:21]2[C:30]3[C:25](=[CH:26][CH:27]=[CH:28][CH:29]=3)[C@H:24]([O:31][C:32]3[CH:33]=[CH:34][C:35]4[N:36]([C:38]([N:41]5[CH2:46][CH2:45][CH:44]([CH2:47][CH2:48][O:49][Si](C(C)C)(C(C)C)C(C)C)[CH2:43][CH2:42]5)=[N:39][N:40]=4)[CH:37]=3)[CH2:23][CH2:22]2)=[O:19])[N:8]([C:10]2[CH:15]=[CH:14][C:13]([CH3:16])=[CH:12][CH:11]=2)[N:9]=1)([CH3:4])([CH3:3])[CH3:2].CCCC[N+](CCCC)(CCCC)CCCC.[F-], predict the reaction product. The product is: [C:1]([C:5]1[CH:6]=[C:7]([NH:17][C:18]([NH:20][C@@H:21]2[C:30]3[C:25](=[CH:26][CH:27]=[CH:28][CH:29]=3)[C@H:24]([O:31][C:32]3[CH:33]=[CH:34][C:35]4[N:36]([C:38]([N:41]5[CH2:46][CH2:45][CH:44]([CH2:47][CH2:48][OH:49])[CH2:43][CH2:42]5)=[N:39][N:40]=4)[CH:37]=3)[CH2:23][CH2:22]2)=[O:19])[N:8]([C:10]2[CH:15]=[CH:14][C:13]([CH3:16])=[CH:12][CH:11]=2)[N:9]=1)([CH3:4])([CH3:2])[CH3:3]. (3) Given the reactants Cl[C:2]1[N:7]=[C:6]([NH:8][C@H:9]([C:11]2[CH:16]=[CH:15][CH:14]=[CH:13][CH:12]=2)[CH3:10])[CH:5]=[N:4][CH:3]=1.[N:17]1[C:21]2[CH:22]=[CH:23][CH:24]=[CH:25][C:20]=2[NH:19][CH:18]=1, predict the reaction product. The product is: [N:17]1([C:2]2[N:7]=[C:6]([NH:8][C@H:9]([C:11]3[CH:16]=[CH:15][CH:14]=[CH:13][CH:12]=3)[CH3:10])[CH:5]=[N:4][CH:3]=2)[C:21]2[CH:22]=[CH:23][CH:24]=[CH:25][C:20]=2[N:19]=[CH:18]1. (4) Given the reactants [CH3:1][C:2]1[N:7]=[C:6]2[S:8][C:9]3[CH:15]=[CH:14][CH:13]=[CH:12][CH2:11][C:10]=3[C:5]2=[C:4]([C:16]2[CH:21]=[CH:20][C:19]([CH3:22])=[CH:18][CH:17]=2)[C:3]=1[CH2:23][C:24]([O:26][CH3:27])=[O:25].[Li+].C[Si]([N-][Si](C)(C)C)(C)C.[CH2:38]1[CH2:42]OC[CH2:39]1.ICCC, predict the reaction product. The product is: [CH3:1][C:2]1[N:7]=[C:6]2[S:8][C:9]3[CH:15]=[CH:14][CH:13]=[CH:12][CH2:11][C:10]=3[C:5]2=[C:4]([C:16]2[CH:17]=[CH:18][C:19]([CH3:22])=[CH:20][CH:21]=2)[C:3]=1[CH:23]([CH2:39][CH2:38][CH3:42])[C:24]([O:26][CH3:27])=[O:25].